This data is from Forward reaction prediction with 1.9M reactions from USPTO patents (1976-2016). The task is: Predict the product of the given reaction. Given the reactants [Cl:1][C:2]1[CH:9]=[CH:8][C:5]([CH2:6][NH2:7])=[CH:4][C:3]=1[NH:10][C:11]1[NH:15][C:14]2[CH:16]=[C:17]([N:21]3[CH2:25][CH2:24][CH2:23][CH:22]3[CH2:26][N:27]([CH3:29])[CH3:28])[C:18]([Cl:20])=[CH:19][C:13]=2[N:12]=1.[C:30](Cl)(=[O:35])[C:31]([CH3:34])([CH3:33])[CH3:32], predict the reaction product. The product is: [Cl:1][C:2]1[CH:9]=[CH:8][C:5]([CH2:6][NH:7][C:30](=[O:35])[C:31]([CH3:34])([CH3:33])[CH3:32])=[CH:4][C:3]=1[NH:10][C:11]1[NH:15][C:14]2[CH:16]=[C:17]([N:21]3[CH2:25][CH2:24][CH2:23][CH:22]3[CH2:26][N:27]([CH3:29])[CH3:28])[C:18]([Cl:20])=[CH:19][C:13]=2[N:12]=1.